Task: Predict which catalyst facilitates the given reaction.. Dataset: Catalyst prediction with 721,799 reactions and 888 catalyst types from USPTO (1) Reactant: [CH3:1][C:2]1([CH3:8])[CH2:7][CH2:6][NH:5][CH2:4][CH2:3]1.CCN(C(C)C)C(C)C.[N:18]([C:21]([CH3:27])([CH3:26])[CH2:22][C:23](Cl)=[O:24])=[N+:19]=[N-:20].Cl. Product: [N:18]([C:21]([CH3:27])([CH3:26])[CH2:22][C:23]([N:5]1[CH2:6][CH2:7][C:2]([CH3:8])([CH3:1])[CH2:3][CH2:4]1)=[O:24])=[N+:19]=[N-:20]. The catalyst class is: 26. (2) Reactant: [CH2:1]1[CH:14]2[C:5](=[N:6][C:7]3[C:12]([C:13]2=O)=[CH:11][CH:10]=[CH:9][CH:8]=3)[CH2:4][CH2:3][CH2:2]1.CN(C=O)C.O.[NH4+].[OH-].S(Cl)([Cl:26])=O. Product: [Cl:26][C:13]1[C:12]2[C:7]([N:6]=[C:5]3[C:14]=1[CH2:1][CH2:2][CH2:3][CH2:4]3)=[CH:8][CH:9]=[CH:10][CH:11]=2. The catalyst class is: 22. (3) Reactant: [CH2:1]([O:3][C:4]1[C:5]([CH3:11])=[C:6]([CH:8]=[CH:9][CH:10]=1)[NH2:7])[CH3:2].Cl[C:13](Cl)([O:15]C(=O)OC(Cl)(Cl)Cl)Cl. Product: [CH2:1]([O:3][C:4]1[CH:10]=[CH:9][CH:8]=[C:6]([N:7]=[C:13]=[O:15])[C:5]=1[CH3:11])[CH3:2]. The catalyst class is: 11. (4) Reactant: C(OC(=O)[NH:7][C@H:8]([C:10]1[N:14]([C:15]2[CH:20]=[CH:19][CH:18]=[CH:17][N:16]=2)[C:13]2[C:21]([Br:26])=[C:22]([F:25])[CH:23]=[CH:24][C:12]=2[N:11]=1)[CH3:9])(C)(C)C.Cl[C:29]1[N:37]=[CH:36][N:35]=[C:34]2[C:30]=1[N:31]=[CH:32][N:33]2[CH:38]1[CH2:43][CH2:42][CH2:41][CH2:40][O:39]1.CCN(C(C)C)C(C)C. Product: [Br:26][C:21]1[C:13]2[N:14]([C:15]3[CH:20]=[CH:19][CH:18]=[CH:17][N:16]=3)[C:10]([C@@H:8]([NH:7][C:29]3[N:37]=[CH:36][N:35]=[C:34]4[C:30]=3[N:31]=[CH:32][N:33]4[CH:38]3[CH2:43][CH2:42][CH2:41][CH2:40][O:39]3)[CH3:9])=[N:11][C:12]=2[CH:24]=[CH:23][C:22]=1[F:25]. The catalyst class is: 89. (5) Reactant: [CH3:1][C:2]1[CH:9]=[CH:8][C:7]([N+:10]([O-])=O)=[CH:6][C:3]=1[C:4]#[N:5]. Product: [NH2:10][C:7]1[CH:8]=[CH:9][C:2]([CH3:1])=[C:3]([CH:6]=1)[C:4]#[N:5]. The catalyst class is: 63. (6) Reactant: [H-].[Na+].[I:3][C:4]1[CH:5]=[C:6]2[C:10](=[CH:11][CH:12]=1)[NH:9][C:8](=[O:13])[C:7]2=[O:14].I[CH2:16][CH2:17][CH2:18][CH2:19][CH2:20][CH3:21]. Product: [I:3][C:4]1[CH:5]=[C:6]2[C:10](=[CH:11][CH:12]=1)[N:9]([CH2:16][CH2:17][CH2:18][CH2:19][CH2:20][CH3:21])[C:8](=[O:13])[C:7]2=[O:14]. The catalyst class is: 9.